From a dataset of Reaction yield outcomes from USPTO patents with 853,638 reactions. Predict the reaction yield, written as a fraction of the theoretical maximum amount of product (1.0 means a 100% yield; for example, 0.34 means a 34% yield). (1) The reactants are Br[C:2]1[CH:3]=[C:4]2[C:8](=[C:9]([CH:11]([CH3:13])[CH3:12])[CH:10]=1)[NH:7][N:6]=[CH:5]2.[H-].[Na+].C([Li])(CC)C.C1CCCCC1.Cl.[C:28](=O)(O)[O-:29].[Na+]. The catalyst is CN(C)C=O.O1CCCC1. The product is [CH:11]([C:9]1[CH:10]=[C:2]([CH:28]=[O:29])[CH:3]=[C:4]2[C:8]=1[NH:7][N:6]=[CH:5]2)([CH3:13])[CH3:12]. The yield is 0.920. (2) The reactants are [CH2:1]([N:5]1[C:10]2=[C:11]([CH3:14])[NH:12][CH:13]=[C:9]2[C:8](=[O:15])[N:7]([CH3:16])[C:6]1=[O:17])[CH:2]([CH3:4])[CH3:3].Cl[CH2:19][C:20]1[CH:25]=[CH:24][C:23]([O:26][CH3:27])=[CH:22][CH:21]=1.C(=O)([O-])[O-].[Cs+].[Cs+]. The catalyst is CN(C=O)C.O. The product is [CH2:1]([N:5]1[C:10]2=[C:11]([CH3:14])[N:12]([CH2:19][C:20]3[CH:25]=[CH:24][C:23]([O:26][CH3:27])=[CH:22][CH:21]=3)[CH:13]=[C:9]2[C:8](=[O:15])[N:7]([CH3:16])[C:6]1=[O:17])[CH:2]([CH3:4])[CH3:3]. The yield is 0.930. (3) The reactants are [C:1]1([S:7]([C:10]2[CH:15]=[CH:14][C:13]([OH:16])=[CH:12][CH:11]=2)(=[O:9])=[O:8])[CH:6]=[CH:5][CH:4]=[CH:3][CH:2]=1.[F:17][C:18]([F:31])([F:30])[S:19](O[S:19]([C:18]([F:31])([F:30])[F:17])(=[O:21])=[O:20])(=[O:21])=[O:20]. The catalyst is N1C=CC=CC=1. The product is [F:17][C:18]([F:31])([F:30])[S:19]([O:16][C:13]1[CH:12]=[CH:11][C:10]([S:7]([C:1]2[CH:6]=[CH:5][CH:4]=[CH:3][CH:2]=2)(=[O:8])=[O:9])=[CH:15][CH:14]=1)(=[O:21])=[O:20]. The yield is 0.900. (4) The reactants are [CH3:1][O:2][C:3](=[O:14])[C@H:4]([NH:6][CH2:7][C:8]1[CH:13]=[CH:12][CH:11]=[CH:10][CH:9]=1)[CH3:5].C(Cl)CCl.[NH:19]([C:26]([O:28][C:29]([CH3:32])([CH3:31])[CH3:30])=[O:27])[C@H:20]([C:23](O)=[O:24])[CH2:21][CH3:22].CN(C=O)C. The catalyst is C(Cl)Cl.N(C(OC(C)(C)C)=O)[C@H](C(O)=O)CC. The product is [CH3:1][O:2][C:3](=[O:14])[C@H:4]([N:6]([CH2:7][C:8]1[CH:9]=[CH:10][CH:11]=[CH:12][CH:13]=1)[C:23](=[O:24])[C@@H:20]([NH:19][C:26]([O:28][C:29]([CH3:32])([CH3:31])[CH3:30])=[O:27])[CH2:21][CH3:22])[CH3:5]. The yield is 0.870. (5) The reactants are Br[C:2]1[CH:23]=[CH:22][C:5]2[C:6]3[N:7]([CH:11]=[C:12]([C:14]4[N:18]([CH:19]([CH3:21])[CH3:20])[N:17]=[CH:16][N:15]=4)[N:13]=3)[CH2:8][CH2:9][O:10][C:4]=2[CH:3]=1.CC1(C)C(C)(C)OB([C:32]2[CH:33]=[N:34][NH:35][CH:36]=2)O1. No catalyst specified. The product is [CH:19]([N:18]1[C:14]([C:12]2[N:13]=[C:6]3[C:5]4[CH:22]=[CH:23][C:2]([C:32]5[CH:33]=[N:34][NH:35][CH:36]=5)=[CH:3][C:4]=4[O:10][CH2:9][CH2:8][N:7]3[CH:11]=2)=[N:15][CH:16]=[N:17]1)([CH3:21])[CH3:20]. The yield is 0.780.